From a dataset of Reaction yield outcomes from USPTO patents with 853,638 reactions. Predict the reaction yield, written as a fraction of the theoretical maximum amount of product (1.0 means a 100% yield; for example, 0.34 means a 34% yield). (1) The reactants are O[CH2:2][C:3]1[CH:12]=[N:11][C:10]2[N:9]3[CH2:13][CH2:14][CH2:15][C@H:8]3[C:7](=[O:16])[NH:6][C:5]=2[CH:4]=1.Cl.[CH2:18]([NH:20][C:21](=[O:35])[C:22]1[CH:27]=[CH:26][C:25]([N:28]2[CH2:33][CH2:32][NH:31][CH2:30][CH2:29]2)=[CH:24][C:23]=1[F:34])[CH3:19].[I-].C(C[P+](C)(C)C)#N.C(N(CC)C(C)C)(C)C. The catalyst is C(#N)CC. The product is [CH2:18]([NH:20][C:21](=[O:35])[C:22]1[CH:27]=[CH:26][C:25]([N:28]2[CH2:33][CH2:32][N:31]([CH2:2][C:3]3[CH:12]=[N:11][C:10]4[N:9]5[CH2:13][CH2:14][CH2:15][C@H:8]5[C:7](=[O:16])[NH:6][C:5]=4[CH:4]=3)[CH2:30][CH2:29]2)=[CH:24][C:23]=1[F:34])[CH3:19]. The yield is 0.181. (2) The reactants are [CH3:1][C:2]1[C:7]([CH3:8])=[CH:6][CH:5]=[CH:4][C:3]=1[N:9]1[CH2:14][CH2:13][N:12]([CH2:15][CH2:16][NH2:17])[CH2:11][CH2:10]1.[CH2:18]([C:21]1[N:25]([C:26]2[CH:31]=[CH:30][CH:29]=[CH:28][CH:27]=2)[N:24]=[C:23]([CH:32]=O)[CH:22]=1)[CH2:19][CH3:20]. No catalyst specified. The product is [CH3:1][C:2]1[C:7]([CH3:8])=[CH:6][CH:5]=[CH:4][C:3]=1[N:9]1[CH2:10][CH2:11][N:12]([CH2:15][CH2:16][NH:17][CH2:32][C:23]2[CH:22]=[C:21]([CH2:18][CH2:19][CH3:20])[N:25]([C:26]3[CH:31]=[CH:30][CH:29]=[CH:28][CH:27]=3)[N:24]=2)[CH2:13][CH2:14]1. The yield is 0.692. (3) The reactants are [NH2:1][C:2]1[CH:10]=[C:9]2[C:5]([CH:6]=[C:7]([C:11]([O:13][CH3:14])=[O:12])[NH:8]2)=[CH:4][CH:3]=1.[CH3:15][NH:16][S:17](Cl)(=[O:19])=[O:18]. The catalyst is CN(C1C=CN=CC=1)C.CC#N. The product is [CH3:15][NH:16][S:17]([NH:1][C:2]1[CH:10]=[C:9]2[C:5]([CH:6]=[C:7]([C:11]([O:13][CH3:14])=[O:12])[NH:8]2)=[CH:4][CH:3]=1)(=[O:19])=[O:18]. The yield is 0.640. (4) The reactants are C(NC(C)C)(C)C.C([Li])CCC.[C:13]([O:17][C:18]([N:20]([C:28]1[N:33]=[C:32]([O:34][CH3:35])[C:31]([C:36]2[CH:41]=[C:40]([F:42])[CH:39]=[CH:38][C:37]=2[C:43](N(CC)CC)=[O:44])=[C:30]([CH3:50])[N:29]=1)C(OC(C)(C)C)=O)=[O:19])([CH3:16])([CH3:15])[CH3:14]. The catalyst is C1COCC1. The product is [C:13]([O:17][C:18](=[O:19])[NH:20][C:28]1[N:33]=[C:32]([O:34][CH3:35])[C:31]2[C:36]3[CH:41]=[C:40]([F:42])[CH:39]=[CH:38][C:37]=3[C:43]([OH:44])=[CH:50][C:30]=2[N:29]=1)([CH3:16])([CH3:14])[CH3:15]. The yield is 0.370.